This data is from Reaction yield outcomes from USPTO patents with 853,638 reactions. The task is: Predict the reaction yield, written as a fraction of the theoretical maximum amount of product (1.0 means a 100% yield; for example, 0.34 means a 34% yield). (1) The reactants are [F:1][C:2]1[CH:3]=[C:4]([NH:45][S:46]([CH2:49][CH2:50][O:51]C)(=[O:48])=[O:47])[CH:5]=[C:6]([C:8]2[C:16]3[C:15]([NH:17][C@H:18]([C:20]4[N:25]([C:26]5[CH:31]=[CH:30][CH:29]=[CH:28][CH:27]=5)[C:24](=[O:32])[C:23]5=[C:33]([CH3:36])[CH:34]=[CH:35][N:22]5[N:21]=4)[CH3:19])=[N:14][CH:13]=[N:12][C:11]=3[N:10](COCC[Si](C)(C)C)[CH:9]=2)[CH:7]=1.B(Br)(Br)Br.N. The catalyst is ClCCl. The product is [F:1][C:2]1[CH:3]=[C:4]([NH:45][S:46]([CH2:49][CH2:50][OH:51])(=[O:47])=[O:48])[CH:5]=[C:6]([C:8]2[C:16]3[C:15]([NH:17][C@H:18]([C:20]4[N:25]([C:26]5[CH:27]=[CH:28][CH:29]=[CH:30][CH:31]=5)[C:24](=[O:32])[C:23]5=[C:33]([CH3:36])[CH:34]=[CH:35][N:22]5[N:21]=4)[CH3:19])=[N:14][CH:13]=[N:12][C:11]=3[NH:10][CH:9]=2)[CH:7]=1. The yield is 0.820. (2) The reactants are C([N:8]1[CH2:13][CH2:12][N:11]([C@@H:14]([CH2:19][NH:20][C:21](=[O:35])[C:22]2[CH:27]=[CH:26][C:25]([O:28][CH2:29][O:30][CH2:31][CH2:32][O:33][CH3:34])=[CH:24][CH:23]=2)[C:15]([O:17][CH3:18])=[O:16])[CH2:10][CH2:9]1)C1C=CC=CC=1. The catalyst is [Pd].C(O)C. The product is [CH3:34][O:33][CH2:32][CH2:31][O:30][CH2:29][O:28][C:25]1[CH:26]=[CH:27][C:22]([C:21]([NH:20][CH2:19][C@H:14]([N:11]2[CH2:10][CH2:9][NH:8][CH2:13][CH2:12]2)[C:15]([O:17][CH3:18])=[O:16])=[O:35])=[CH:23][CH:24]=1. The yield is 0.900.